Task: Predict which catalyst facilitates the given reaction.. Dataset: Catalyst prediction with 721,799 reactions and 888 catalyst types from USPTO (1) Reactant: [S:1]1[CH2:7][C:5](=[O:6])[NH:4][C:2]1=[S:3].[CH3:8][O:9][C:10]1[CH:15]=[C:14]([CH:16]=O)[CH:13]=[CH:12][C:11]=1[C:18]1[CH:23]=[CH:22][CH:21]=[CH:20][C:19]=1[C:24]([F:27])([F:26])[F:25].C(O)(=O)C.CC([O-])=O.[Na+]. Product: [CH3:8][O:9][C:10]1[CH:15]=[C:14]([CH:16]=[C:7]2[S:1][C:2](=[S:3])[NH:4][C:5]2=[O:6])[CH:13]=[CH:12][C:11]=1[C:18]1[CH:23]=[CH:22][CH:21]=[CH:20][C:19]=1[C:24]([F:25])([F:27])[F:26]. The catalyst class is: 25. (2) Reactant: [F:1][C:2]([F:36])([F:35])[C:3]1[CH:4]=[C:5]([NH:13][C:14]2[C:23]3[C:18](=[CH:19][CH:20]=[CH:21][CH:22]=3)[C:17]([C:24]3[CH:32]=[C:31]4[C:27]([C:28]([CH:33]=O)=[N:29][NH:30]4)=[CH:26][CH:25]=3)=[N:16][N:15]=2)[CH:6]=[C:7]([C:9]([F:12])([F:11])[F:10])[CH:8]=1.CN.[C:39]([BH3-])#[N:40].[Na+]. Product: [F:1][C:2]([F:36])([F:35])[C:3]1[CH:4]=[C:5]([NH:13][C:14]2[C:23]3[C:18](=[CH:19][CH:20]=[CH:21][CH:22]=3)[C:17]([C:24]3[CH:32]=[C:31]4[C:27]([C:28]([CH2:33][NH:40][CH3:39])=[N:29][NH:30]4)=[CH:26][CH:25]=3)=[N:16][N:15]=2)[CH:6]=[C:7]([C:9]([F:12])([F:11])[F:10])[CH:8]=1. The catalyst class is: 130. (3) Reactant: CCCCC.[C:6]([Li])([CH3:9])([CH3:8])C.Cl[C:12]1[C:30]([O:31][C:32]2C=CC=[CH:34][CH:33]=2)=[CH:29][CH:28]=[CH:27][C:13]=1[N:14]([C:21]1[CH:26]=[CH:25][CH:24]=[CH:23][CH:22]=1)[C:15]1[CH:20]=[CH:19][CH:18]=[CH:17][CH:16]=1.C(C1C=CC=CC=1)(C)(C)C.[B:48](Br)(Br)Br.C([O-])(=O)C.[Na+]. Product: [C:15]1([N:14]2[C:13]3[C:12]4=[C:30]([O:31][C:32]5[CH:33]=[CH:34][CH:9]=[CH:6][C:8]=5[B:48]4[C:26]4[CH:25]=[CH:24][CH:23]=[CH:22][C:21]2=4)[CH:29]=[CH:28][CH:27]=3)[CH:20]=[CH:19][CH:18]=[CH:17][CH:16]=1. The catalyst class is: 13. (4) Reactant: [C:1]([CH2:3][O:4][C:5]1[C:14]2[C:9](=[CH:10][CH:11]=[CH:12][CH:13]=2)[C:8]([NH:15][C:16](=[O:31])[C:17]2[CH:22]=[C:21]([N:23]3[CH2:28][CH2:27][CH:26]([CH3:29])[CH2:25][CH2:24]3)[CH:20]=[C:19]([F:30])[CH:18]=2)=[CH:7][CH:6]=1)#[N:2].C[Si]([N:36]=[N+:37]=[N-:38])(C)C.C([Sn](=O)CCCC)CCC.CO. Product: [F:30][C:19]1[CH:18]=[C:17]([CH:22]=[C:21]([N:23]2[CH2:24][CH2:25][CH:26]([CH3:29])[CH2:27][CH2:28]2)[CH:20]=1)[C:16]([NH:15][C:8]1[C:9]2[C:14](=[CH:13][CH:12]=[CH:11][CH:10]=2)[C:5]([O:4][CH2:3][C:1]2[N:36]=[N:37][NH:38][N:2]=2)=[CH:6][CH:7]=1)=[O:31]. The catalyst class is: 11.